From a dataset of Forward reaction prediction with 1.9M reactions from USPTO patents (1976-2016). Predict the product of the given reaction. (1) Given the reactants [C:1]([C:3]1[S:4][C:5]2[CH:11]=[C:10]([OH:12])[CH:9]=[CH:8][C:6]=2[N:7]=1)#[N:2].N[C@@H:14]([C:19]([OH:21])=[O:20])[C:15]([SH:18])([CH3:17])[CH3:16].C(=O)([O-])[O-].[K+].[K+], predict the reaction product. The product is: [OH:12][C:10]1[CH:9]=[CH:8][C:6]2[N:7]=[C:3]([C:1]3[S:18][C:15]([CH3:17])([CH3:16])[CH:14]([C:19]([OH:21])=[O:20])[N:2]=3)[S:4][C:5]=2[CH:11]=1. (2) Given the reactants [CH2:1]([S:3][C:4]1[CH:11]=[CH:10][CH:9]=[CH:8][C:5]=1[C:6]#[N:7])[CH3:2].ClC1C=CC(SCC)=C(C=1)CN, predict the reaction product. The product is: [CH2:1]([S:3][C:4]1[CH:11]=[CH:10][CH:9]=[CH:8][C:5]=1[CH2:6][NH2:7])[CH3:2]. (3) Given the reactants [F:1][C:2]1[CH:7]=[CH:6][CH:5]=[CH:4][C:3]=1[C:8]1[N:12]=[N:11][N:10]([CH3:13])[C:9]=1[CH2:14][O:15][C:16]1[CH:21]=[CH:20][C:19](I)=[CH:18][N:17]=1.[NH:23]1[CH:27]=[C:26]([C:28]#[N:29])[N:25]=[CH:24]1.C(=O)([O-])[O-].[Cs+].[Cs+], predict the reaction product. The product is: [F:1][C:2]1[CH:7]=[CH:6][CH:5]=[CH:4][C:3]=1[C:8]1[N:12]=[N:11][N:10]([CH3:13])[C:9]=1[CH2:14][O:15][C:16]1[N:17]=[CH:18][C:19]([N:23]2[CH:27]=[C:26]([C:28]#[N:29])[N:25]=[CH:24]2)=[CH:20][CH:21]=1. (4) Given the reactants [Cl:1][C:2]1[CH:3]=[CH:4][C:5]2[N:6]([N:8]=[C:9]([CH:11]=[CH:12][C:13]3[N:17]([CH3:18])[N:16]=[C:15]([N:19]4[CH2:23][CH2:22][CH2:21][CH2:20]4)[N:14]=3)[N:10]=2)[CH:7]=1, predict the reaction product. The product is: [Cl:1][C:2]1[CH:3]=[CH:4][C:5]2[N:6]([N:8]=[C:9]([CH2:11][CH2:12][C:13]3[N:17]([CH3:18])[N:16]=[C:15]([N:19]4[CH2:23][CH2:22][CH2:21][CH2:20]4)[N:14]=3)[N:10]=2)[CH:7]=1. (5) Given the reactants [O-]P([O-])([O-])=O.[K+].[K+].[K+].CC1C(C2C(P([CH:29]3[CH2:34][CH2:33][CH2:32][CH2:31][CH2:30]3)[CH:29]3[CH2:34][CH2:33][CH2:32][CH2:31][CH2:30]3)=CC=CC=2)=CC=CC=1.Cl[C:36]1[N:41]=[C:40]([CH2:42][N:43]2[CH2:47][CH2:46][CH2:45][C:44]2=[O:48])[C:39]([O:49][C:50]2[CH:51]=[N:52][C:53]([S:56]([CH3:59])(=[O:58])=[O:57])=[CH:54][CH:55]=2)=[CH:38][CH:37]=1.COC1C=CC(C[NH2:67])=CC=1.C(C[O:74][CH3:75])OC, predict the reaction product. The product is: [CH3:75][O:74][C:29]1[CH:30]=[CH:31][C:32]([NH:67][C:36]2[N:41]=[C:40]([CH2:42][N:43]3[CH2:47][CH2:46][CH2:45][C:44]3=[O:48])[C:39]([O:49][C:50]3[CH:51]=[N:52][C:53]([S:56]([CH3:59])(=[O:58])=[O:57])=[CH:54][CH:55]=3)=[CH:38][CH:37]=2)=[CH:33][CH:34]=1. (6) Given the reactants [C:1]1([C:7]([C:17]2[CH:22]=[CH:21][C:20]([CH:23]=[CH:24][C:25]([N:27]([CH2:30][CH3:31])[CH2:28][CH3:29])=[O:26])=[CH:19][CH:18]=2)=[C:8]([C:11]2[CH:16]=[CH:15][CH:14]=[CH:13][CH:12]=2)[CH2:9][CH3:10])[CH:6]=[CH:5][CH:4]=[CH:3][CH:2]=1, predict the reaction product. The product is: [C:1]1([C:7]([C:17]2[CH:18]=[CH:19][C:20]([CH2:23][CH2:24][C:25]([N:27]([CH2:30][CH3:31])[CH2:28][CH3:29])=[O:26])=[CH:21][CH:22]=2)=[C:8]([C:11]2[CH:16]=[CH:15][CH:14]=[CH:13][CH:12]=2)[CH2:9][CH3:10])[CH:2]=[CH:3][CH:4]=[CH:5][CH:6]=1.